This data is from Peptide-MHC class I binding affinity with 185,985 pairs from IEDB/IMGT. The task is: Regression. Given a peptide amino acid sequence and an MHC pseudo amino acid sequence, predict their binding affinity value. This is MHC class I binding data. The peptide sequence is NPALRMKWM. The MHC is HLA-B08:01 with pseudo-sequence HLA-B08:01. The binding affinity (normalized) is 0.330.